Dataset: Reaction yield outcomes from USPTO patents with 853,638 reactions. Task: Predict the reaction yield, written as a fraction of the theoretical maximum amount of product (1.0 means a 100% yield; for example, 0.34 means a 34% yield). (1) The catalyst is CN(C)C1C=CN=CC=1.CN(C=O)C. The yield is 0.920. The product is [CH3:3][C:2]([CH3:5])([CH3:4])[CH:1]=[CH:8][C:7]([O:13][CH2:14][CH3:15])=[O:12]. The reactants are [CH:1](=O)[C:2]([CH3:5])([CH3:4])[CH3:3].[C:7]([O:13][CH2:14][CH3:15])(=[O:12])[CH2:8]C([O-])=O. (2) The reactants are Br[C:2]1[CH:23]=[CH:22][C:5]([C:6]([NH:8][S:9]([C:12]2[CH:17]=[CH:16][CH:15]=[CH:14][C:13]=2[S:18](=[O:21])(=[O:20])[NH2:19])(=[O:11])=[O:10])=[O:7])=[C:4]([F:24])[CH:3]=1.[O:25]1[C:29]2[CH:30]=[CH:31][CH:32]=[CH:33][C:28]=2[CH:27]=[C:26]1B(O)O.C(=O)([O-])[O-].[K+].[K+].O. The catalyst is O1CCCC1.C1C=CC(P(C2C=CC=CC=2)[C-]2C=CC=C2)=CC=1.C1C=CC(P(C2C=CC=CC=2)[C-]2C=CC=C2)=CC=1.Cl[Pd]Cl.[Fe+2]. The product is [O:25]1[C:29]2[CH:30]=[CH:31][CH:32]=[CH:33][C:28]=2[CH:27]=[C:26]1[C:2]1[CH:23]=[CH:22][C:5]([C:6]([NH:8][S:9]([C:12]2[CH:17]=[CH:16][CH:15]=[CH:14][C:13]=2[S:18](=[O:21])(=[O:20])[NH2:19])(=[O:11])=[O:10])=[O:7])=[C:4]([F:24])[CH:3]=1. The yield is 0.390.